Predict the reactants needed to synthesize the given product. From a dataset of Full USPTO retrosynthesis dataset with 1.9M reactions from patents (1976-2016). (1) The reactants are: [F:1][C:2]1[C:3]([NH:28][C@H:29]2[CH2:34][CH2:33][CH2:32][C@@H:31]([NH:35][C:36]([N:38]3[CH2:42][CH2:41][CH2:40][CH2:39]3)=[O:37])[CH2:30]2)=[N:4][C:5]([C:8]2[C:16]3[C:11](=[N:12][CH:13]=[C:14]([F:17])[CH:15]=3)[N:10](S(C3C=CC(C)=CC=3)(=O)=O)[CH:9]=2)=[N:6][CH:7]=1.C[O-].[Na+].C([O-])(O)=O.[Na+]. Given the product [F:1][C:2]1[C:3]([NH:28][C@H:29]2[CH2:34][CH2:33][CH2:32][C@@H:31]([NH:35][C:36]([N:38]3[CH2:42][CH2:41][CH2:40][CH2:39]3)=[O:37])[CH2:30]2)=[N:4][C:5]([C:8]2[C:16]3[C:11](=[N:12][CH:13]=[C:14]([F:17])[CH:15]=3)[NH:10][CH:9]=2)=[N:6][CH:7]=1, predict the reactants needed to synthesize it. (2) Given the product [O:10]=[C:2]1[NH:3][C:4]2=[N:5][CH:6]=[CH:7][CH:8]=[C:9]2[O:1]1.[CH2:19]1[CH2:18][CH2:17][CH2:16][CH:15]([CH2:14][C:2]([NH2:3])=[O:1])[CH2:20]1, predict the reactants needed to synthesize it. The reactants are: [O:1]1[C:9]2[C:4](=[N:5][CH:6]=[CH:7][CH:8]=2)[NH:3][C:2]1=[O:10].N([CH2:14][CH:15]1[CH2:20][CH2:19][CH2:18][CH2:17][CH2:16]1)=C=O. (3) The reactants are: Cl.[CH2:2]([C@@H:5]1[C@H:14]2[CH2:15][CH2:16][N:17]([C:18]([C@H:20]3[CH2:25][CH2:24][CH2:23][CH2:22][C@H:21]3[NH2:26])=[O:19])[C@H:13]2[C:12]2[CH:11]=[CH:10][CH:9]=[CH:8][C:7]=2[NH:6]1)[CH2:3][CH3:4].[CH3:27][C:28]1[NH:32][C:31]2[CH:33]=[CH:34][C:35]([C:37](O)=[O:38])=[CH:36][C:30]=2[N:29]=1.C(N(CC)CC)C.CCOC(OC(OCC)=O)=O. Given the product [CH3:27][C:28]1[NH:32][C:31]2[CH:33]=[CH:34][C:35]([C:37]([NH:26][C@@H:21]3[CH2:22][CH2:23][CH2:24][CH2:25][C@@H:20]3[C:18]([N:17]3[C@@H:13]4[C@@H:14]([C@H:5]([CH2:2][CH2:3][CH3:4])[NH:6][C:7]5[CH:8]=[CH:9][CH:10]=[CH:11][C:12]=54)[CH2:15][CH2:16]3)=[O:19])=[O:38])=[CH:36][C:30]=2[N:29]=1, predict the reactants needed to synthesize it. (4) Given the product [NH2:7][CH:8]([CH2:12][C:13]1[C:21]2[C:16](=[CH:17][CH:18]=[CH:19][CH:20]=2)[NH:15][CH:14]=1)[C@H:9]([OH:11])[CH3:10], predict the reactants needed to synthesize it. The reactants are: C(OC(=O)[NH:7][C@H:8]([CH2:12][C:13]1[C:21]2[C:16](=[CH:17][CH:18]=[CH:19][CH:20]=2)[NH:15][CH:14]=1)[CH:9]([OH:11])[CH3:10])(C)(C)C.C(O)(C(F)(F)F)=O. (5) Given the product [C@H:38]1([C:15]2[CH:16]=[CH:17][C:18]3[S:22][C:21]([CH3:23])=[N:20][C:19]=3[CH:24]=2)[CH2:37][CH2:36][CH:35]=[CH:34]1, predict the reactants needed to synthesize it. The reactants are: O1CCOCC1.O([C:15]1[CH:16]=[CH:17][C:18]2[S:22][C:21]([CH3:23])=[N:20][C:19]=2[CH:24]=1)S(C(F)(F)F)(=O)=O.C(N(C(C)C)C(C)C)C.[CH:34]1[CH2:38][CH2:37][CH2:36][CH:35]=1.